Dataset: Forward reaction prediction with 1.9M reactions from USPTO patents (1976-2016). Task: Predict the product of the given reaction. (1) Given the reactants [CH2:1]([N:8]1[CH2:17][C:16]([CH3:19])([CH3:18])[C:15]2[NH:14][C:13](=[O:20])[C:12](C(OCC)=O)=[C:11](O)[C:10]=2[CH2:9]1)[C:2]1[CH:7]=[CH:6][CH:5]=[CH:4][CH:3]=1.[ClH:27], predict the reaction product. The product is: [CH2:1]([N:8]1[CH2:17][C:16]([CH3:19])([CH3:18])[C:15]2[NH:14][C:13](=[O:20])[CH:12]=[C:11]([Cl:27])[C:10]=2[CH2:9]1)[C:2]1[CH:7]=[CH:6][CH:5]=[CH:4][CH:3]=1. (2) Given the reactants Br[C:2]1[CH:3]=[C:4]([C:7]([NH:9][C:10]2[CH:15]=[C:14]([C:16](=[O:21])[NH:17][CH:18]3[CH2:20][CH2:19]3)[CH:13]=[CH:12][C:11]=2[CH3:22])=[O:8])[S:5][CH:6]=1.[Cl:23][C:24]1[CH:29]=[CH:28][C:27](B(O)O)=[CH:26][CH:25]=1, predict the reaction product. The product is: [Cl:23][C:24]1[CH:29]=[CH:28][C:27]([C:2]2[CH:3]=[C:4]([C:7]([NH:9][C:10]3[CH:15]=[C:14]([C:16](=[O:21])[NH:17][CH:18]4[CH2:20][CH2:19]4)[CH:13]=[CH:12][C:11]=3[CH3:22])=[O:8])[S:5][CH:6]=2)=[CH:26][CH:25]=1. (3) The product is: [CH3:4][C:2]([Si:5]([CH3:17])([CH3:16])[O:6][CH2:7][CH2:8][N:9]1[C:13]([CH2:14][O:15][C:19]2[C:28]3[C:23](=[CH:24][CH:25]=[CH:26][CH:27]=3)[C:22]3=[N:29][N:30]=[C:31]([C:32]4[CH:36]=[C:35]([CH3:37])[O:34][N:33]=4)[N:21]3[N:20]=2)=[CH:12][N:11]=[N:10]1)([CH3:1])[CH3:3]. Given the reactants [CH3:1][C:2]([Si:5]([CH3:17])([CH3:16])[O:6][CH2:7][CH2:8][N:9]1[C:13]([CH2:14][OH:15])=[CH:12][N:11]=[N:10]1)([CH3:4])[CH3:3].Cl[C:19]1[C:28]2[C:23](=[CH:24][CH:25]=[CH:26][CH:27]=2)[C:22]2=[N:29][N:30]=[C:31]([C:32]3[CH:36]=[C:35]([CH3:37])[O:34][N:33]=3)[N:21]2[N:20]=1, predict the reaction product. (4) Given the reactants Br[C:2]1[CH:3]=[C:4]2[C:8](=[CH:9][CH:10]=1)[NH:7][N:6]=[C:5]2[Cl:11].[CH2:12]([O:14][C:15](=[O:24])[CH:16]=[CH:17][C:18]1[CH:19]=[N:20][CH:21]=[CH:22][CH:23]=1)[CH3:13], predict the reaction product. The product is: [CH2:12]([O:14][C:15](=[O:24])[CH:16]=[C:17]([C:2]1[CH:3]=[C:4]2[C:8](=[CH:9][CH:10]=1)[NH:7][N:6]=[C:5]2[Cl:11])[C:18]1[CH:19]=[N:20][CH:21]=[CH:22][CH:23]=1)[CH3:13]. (5) The product is: [CH3:3][C:2]([C@H:4]1[C@@H:8]2[C@@H:9]3[C@@:22]([CH3:25])([CH2:23][CH2:24][C@@:7]2([C:31]([OH:35])=[O:32])[CH2:6][CH2:5]1)[C@@:21]1([CH3:26])[C@@H:12]([C@:13]2([CH3:30])[C@@H:18]([CH2:19][CH2:20]1)[C:17]([CH3:28])([CH3:27])[C:16](=[O:29])[CH2:15][CH2:14]2)[CH2:11][CH2:10]3)=[CH2:1]. Given the reactants [CH3:1][C:2]([C@H:4]1[C@@H:8]2[C@@H:9]3[C@@:22]([CH3:25])([CH2:23][CH2:24][C@@:7]2([CH2:31][OH:32])[CH2:6][CH2:5]1)[C@@:21]1([CH3:26])[C@@H:12]([C@:13]2([CH3:30])[C@@H:18]([CH2:19][CH2:20]1)[C:17]([CH3:28])([CH3:27])[C@@H:16]([OH:29])[CH2:15][CH2:14]2)[CH2:11][CH2:10]3)=[CH2:3].CC(C)=[O:35].OS(O)(=O)=O.O=[Cr](=O)=O, predict the reaction product. (6) The product is: [CH2:1]([O:8][C:9]([N:11]1[CH2:16][CH2:15][CH:14]([C:17](=[O:26])[NH:18][C:19]2[CH:24]=[C:23]([C:30]3[CH:29]=[C:28]([F:27])[CH:33]=[CH:32][C:31]=3[O:37][CH3:38])[N:22]=[CH:21][N:20]=2)[CH2:13][CH2:12]1)=[O:10])[C:2]1[CH:7]=[CH:6][CH:5]=[CH:4][CH:3]=1. Given the reactants [CH2:1]([O:8][C:9]([N:11]1[CH2:16][CH2:15][CH:14]([C:17](=[O:26])[NH:18][C:19]2[CH:24]=[C:23](Cl)[N:22]=[CH:21][N:20]=2)[CH2:13][CH2:12]1)=[O:10])[C:2]1[CH:7]=[CH:6][CH:5]=[CH:4][CH:3]=1.[F:27][C:28]1[CH:29]=[CH:30][C:31]([O:37][CH3:38])=[C:32](B(O)O)[CH:33]=1.C1(P(C2C=CC=CC=2)C2C=CC=CC=2)C=CC=CC=1, predict the reaction product.